This data is from Forward reaction prediction with 1.9M reactions from USPTO patents (1976-2016). The task is: Predict the product of the given reaction. (1) The product is: [Cl:19][C:16]1[CH:17]=[CH:18][C:13]([C:12]([CH:9]2[CH2:10][CH2:11][N:6]([CH2:5][C:4]([OH:21])=[O:3])[CH2:7][CH2:8]2)=[O:20])=[CH:14][CH:15]=1. Given the reactants C([O:3][C:4](=[O:21])[CH2:5][N:6]1[CH2:11][CH2:10][CH:9]([C:12](=[O:20])[C:13]2[CH:18]=[CH:17][C:16]([Cl:19])=[CH:15][CH:14]=2)[CH2:8][CH2:7]1)C.[Li+].[OH-].[Li+].[Cl-], predict the reaction product. (2) Given the reactants [Cl:1][C:2]1[CH:10]=[C:9]2[C:5]([C:6]([C:12]3[N:13]=[C:14]4[C:20]([C:21](O)=[O:22])=[CH:19][N:18]([CH2:24][O:25][CH2:26][CH2:27][Si:28]([CH3:31])([CH3:30])[CH3:29])[C:15]4=[N:16][CH:17]=3)=[N:7][N:8]2[CH3:11])=[CH:4][CH:3]=1.F[B-](F)(F)F.N1(OC(N(C)C)=[N+](C)C)C2C=CC=CC=2N=N1.C(N(CC)C(C)C)(C)C.Cl.[CH3:64][S:65]([CH2:68][C@H:69]([NH2:71])[CH3:70])(=[O:67])=[O:66], predict the reaction product. The product is: [CH3:64][S:65]([CH2:68][C@H:69]([NH:71][C:21]([C:20]1[C:14]2[C:15](=[N:16][CH:17]=[C:12]([C:6]3[C:5]4[C:9](=[CH:10][C:2]([Cl:1])=[CH:3][CH:4]=4)[N:8]([CH3:11])[N:7]=3)[N:13]=2)[N:18]([CH2:24][O:25][CH2:26][CH2:27][Si:28]([CH3:29])([CH3:30])[CH3:31])[CH:19]=1)=[O:22])[CH3:70])(=[O:67])=[O:66]. (3) Given the reactants [O:1]=[C:2]1[CH2:7][CH2:6][N:5]([C:8]([O:10][CH2:11][C:12]2[CH:17]=[CH:16][CH:15]=[CH:14][CH:13]=2)=[O:9])[CH2:4][CH2:3]1.C[Si]([N-][Si](C)(C)C)(C)C.[Li+].[F:28][C:29]([F:48])([F:47])[S:30](N(C1C=CC=CC=1)[S:30]([C:29]([F:48])([F:47])[F:28])(=[O:32])=[O:31])(=[O:32])=[O:31], predict the reaction product. The product is: [F:28][C:29]([F:48])([F:47])[S:30]([O:1][C:2]1[CH2:3][CH2:4][N:5]([C:8]([O:10][CH2:11][C:12]2[CH:17]=[CH:16][CH:15]=[CH:14][CH:13]=2)=[O:9])[CH2:6][CH:7]=1)(=[O:32])=[O:31]. (4) Given the reactants C(OC(=O)[NH:7][C:8]1[C:9]([C:19](=[O:24])[NH:20][CH:21]2[CH2:23][CH2:22]2)=[N:10][O:11][C:12]=1C(=O)NC1CC1)(C)(C)C.FC(F)(F)C(O)=O, predict the reaction product. The product is: [CH:21]1([NH:20][C:19]([C:9]2[C:8]([NH2:7])=[CH:12][O:11][N:10]=2)=[O:24])[CH2:22][CH2:23]1. (5) Given the reactants FC1C=CC(C2C=C(CO)C=NC=2OC)=CC=1.Cl[CH2:19][C:20]1[CH:21]=[C:22]([C:28]2[CH:33]=[CH:32][CH:31]=[C:30]([Cl:34])[CH:29]=2)[C:23]([O:26][CH3:27])=[N:24][CH:25]=1.[CH2:35]([O:37][C:38](=[O:49])[CH2:39][C:40]1[CH:45]=[CH:44][C:43](B(O)O)=[CH:42][CH:41]=1)[CH3:36], predict the reaction product. The product is: [Cl:34][C:30]1[CH:29]=[C:28]([C:22]2[CH:21]=[C:20]([CH2:19][C:43]3[CH:44]=[CH:45][C:40]([CH2:39][C:38]([O:37][CH2:35][CH3:36])=[O:49])=[CH:41][CH:42]=3)[CH:25]=[N:24][C:23]=2[O:26][CH3:27])[CH:33]=[CH:32][CH:31]=1. (6) Given the reactants [NH2:1][C:2]1[S:3][CH:4]=[CH:5][C:6]=1[C:7]([C:9]1[CH:14]=[CH:13][C:12]([F:15])=[CH:11][CH:10]=1)=O.[F:16][C:17]([F:25])([F:24])[C:18](=[O:23])[CH2:19][C:20](=O)[CH3:21], predict the reaction product. The product is: [F:16][C:17]([F:25])([F:24])[C:18]([C:19]1[C:7]([C:9]2[CH:14]=[CH:13][C:12]([F:15])=[CH:11][CH:10]=2)=[C:6]2[CH:5]=[CH:4][S:3][C:2]2=[N:1][C:20]=1[CH3:21])=[O:23].